Task: Regression. Given two drug SMILES strings and cell line genomic features, predict the synergy score measuring deviation from expected non-interaction effect.. Dataset: Merck oncology drug combination screen with 23,052 pairs across 39 cell lines (1) Drug 1: COc1cccc2c1C(=O)c1c(O)c3c(c(O)c1C2=O)CC(O)(C(=O)CO)CC3OC1CC(N)C(O)C(C)O1. Drug 2: CNC(=O)c1cc(Oc2ccc(NC(=O)Nc3ccc(Cl)c(C(F)(F)F)c3)cc2)ccn1. Cell line: RPMI7951. Synergy scores: synergy=-16.1. (2) Drug 1: CCC1(O)C(=O)OCc2c1cc1n(c2=O)Cc2cc3c(CN(C)C)c(O)ccc3nc2-1. Drug 2: CCc1cnn2c(NCc3ccc[n+]([O-])c3)cc(N3CCCCC3CCO)nc12. Cell line: T47D. Synergy scores: synergy=-9.76. (3) Drug 1: O=P1(N(CCCl)CCCl)NCCCO1. Drug 2: COC1CC2CCC(C)C(O)(O2)C(=O)C(=O)N2CCCCC2C(=O)OC(C(C)CC2CCC(OP(C)(C)=O)C(OC)C2)CC(=O)C(C)C=C(C)C(O)C(OC)C(=O)C(C)CC(C)C=CC=CC=C1C. Cell line: EFM192B. Synergy scores: synergy=56.1. (4) Drug 1: O=P1(N(CCCl)CCCl)NCCCO1. Drug 2: CNC(=O)c1cc(Oc2ccc(NC(=O)Nc3ccc(Cl)c(C(F)(F)F)c3)cc2)ccn1. Cell line: DLD1. Synergy scores: synergy=16.3.